Dataset: Catalyst prediction with 721,799 reactions and 888 catalyst types from USPTO. Task: Predict which catalyst facilitates the given reaction. (1) Reactant: O[CH2:2][C:3]1[C:4]([C:11]2[NH:12][CH:13]=[CH:14][N:15]=2)=[C:5]([OH:10])[C:6]([CH3:9])=[N:7][CH:8]=1.S(Cl)([Cl:18])=O. Product: [ClH:18].[Cl:18][CH2:2][C:3]1[C:4]([C:11]2[NH:12][CH:13]=[CH:14][N:15]=2)=[C:5]([OH:10])[C:6]([CH3:9])=[N:7][CH:8]=1. The catalyst class is: 11. (2) Product: [F:1][C:2]1[CH:3]=[CH:4][C:5]([C@H:8]([NH:21][C:22]([C:24]2[C:25]([OH:35])=[N:26][C:27]([N:30]3[CH:34]=[CH:33][CH:32]=[N:31]3)=[N:28][CH:29]=2)=[O:23])[C:9]2[CH:10]=[CH:11][C:12]([P:15]([CH3:20])(=[O:16])[OH:19])=[CH:13][CH:14]=2)=[CH:6][CH:7]=1. Reactant: [F:1][C:2]1[CH:7]=[CH:6][C:5]([C@H:8]([NH:21][C:22]([C:24]2[C:25]([OH:35])=[N:26][C:27]([N:30]3[CH:34]=[CH:33][CH:32]=[N:31]3)=[N:28][CH:29]=2)=[O:23])[C:9]2[CH:14]=[CH:13][C:12]([P:15]([CH3:20])(=[O:19])[O:16]CC)=[CH:11][CH:10]=2)=[CH:4][CH:3]=1.[OH-].[Na+]. The catalyst class is: 12. (3) Reactant: [Cl:1][C:2]1[CH:19]=[CH:18][CH:17]=[CH:16][C:3]=1[CH2:4][C@H:5]([NH:8][C:9](=[O:15])[O:10][C:11]([CH3:14])([CH3:13])[CH3:12])[CH2:6][OH:7].C1C=CC(P(C2C=CC=CC=2)C2C=CC=CC=2)=CC=1.[CH3:39][O:40][C:41](=[O:49])[C:42]1[CH:47]=[C:46](O)[CH:45]=[N:44][CH:43]=1.CCOC(/N=N/C(OCC)=O)=O. Product: [C:11]([O:10][C:9]([NH:8][C@@H:5]([CH2:4][C:3]1[CH:16]=[CH:17][CH:18]=[CH:19][C:2]=1[Cl:1])[CH2:6][O:7][C:46]1[CH:45]=[N:44][CH:43]=[C:42]([CH:47]=1)[C:41]([O:40][CH3:39])=[O:49])=[O:15])([CH3:14])([CH3:13])[CH3:12]. The catalyst class is: 1. (4) Reactant: C(OC([NH:11][C:12]12[CH2:19][CH2:18][C:15]([C:20]([O:22][CH:23]3[CH2:28][CH2:27][CH2:26][CH2:25][O:24]3)=[O:21])([CH2:16][CH2:17]1)[CH2:14][CH2:13]2)=O)C1C=CC=CC=1.[H][H]. Product: [NH2:11][C:12]12[CH2:17][CH2:16][C:15]([C:20]([O:22][CH:23]3[CH2:28][CH2:27][CH2:26][CH2:25][O:24]3)=[O:21])([CH2:18][CH2:19]1)[CH2:14][CH2:13]2. The catalyst class is: 178. (5) The catalyst class is: 144. Reactant: [F:1][C:2]([F:26])([F:25])[O:3][C:4]1[CH:24]=[CH:23][C:7]([CH2:8][CH:9]2[CH2:14][CH:13]([C:15]([O:17]C)=[O:16])[CH2:12][CH2:11][N:10]2[C:19]([O:21][CH3:22])=[O:20])=[CH:6][CH:5]=1.[Br-].[Li+].C(N(CC)CC)C.CC(OC)(C)C. Product: [CH3:22][O:21][C:19]([N:10]1[CH2:11][CH2:12][CH:13]([C:15]([OH:17])=[O:16])[CH2:14][CH:9]1[CH2:8][C:7]1[CH:6]=[CH:5][C:4]([O:3][C:2]([F:25])([F:26])[F:1])=[CH:24][CH:23]=1)=[O:20]. (6) Reactant: [Cl:1][C:2]1[CH:7]=[C:6]2[NH:8][C:9](=[O:29])[C:10]3([CH:15]([C:16]4[CH:21]=[CH:20][CH:19]=[C:18]([Cl:22])[CH:17]=4)[CH2:14][C:13](=O)[NH:12][CH:11]3[CH:24]([CH2:27][CH3:28])[CH2:25][CH3:26])[C:5]2=[CH:4][CH:3]=1.[BH4-].[Na+]. Product: [Cl:1][C:2]1[CH:7]=[C:6]2[NH:8][C:9](=[O:29])[C:10]3([CH:15]([C:16]4[CH:21]=[CH:20][CH:19]=[C:18]([Cl:22])[CH:17]=4)[CH2:14][CH2:13][NH:12][CH:11]3[CH:24]([CH2:27][CH3:28])[CH2:25][CH3:26])[C:5]2=[CH:4][CH:3]=1. The catalyst class is: 5.